Dataset: Full USPTO retrosynthesis dataset with 1.9M reactions from patents (1976-2016). Task: Predict the reactants needed to synthesize the given product. Given the product [O:15]1[C:19]2[CH:20]=[CH:21][C:22]([C:24]3[N:28]=[C:27]([CH:29]4[CH2:34][CH2:33][N:32]([S:35]([CH3:38])(=[O:37])=[O:36])[CH2:31][CH2:30]4)[NH:26][C:25]=3[C:45]3[CH:50]=[CH:49][CH:48]=[CH:47][N:46]=3)=[CH:23][C:18]=2[O:17][CH2:16]1, predict the reactants needed to synthesize it. The reactants are: CS(Cl)(=O)=O.C(N(C(C)C)CC)(C)C.[O:15]1[C:19]2[CH:20]=[CH:21][C:22]([C:24]3[N:28]=[C:27]([CH:29]4[CH2:34][CH2:33][N:32]([S:35]([CH2:38]C5C=CC=CC=5)(=[O:37])=[O:36])[CH2:31][CH2:30]4)[NH:26][C:25]=3[C:45]3[CH:50]=[CH:49][CH:48]=[CH:47][N:46]=3)=[CH:23][C:18]=2[O:17][CH2:16]1.